From a dataset of Catalyst prediction with 721,799 reactions and 888 catalyst types from USPTO. Predict which catalyst facilitates the given reaction. Product: [OH:1][C:2]1[CH:9]=[C:8]([O:10][CH:13]2[CH2:14][CH2:15][CH2:16][CH2:17][O:12]2)[CH:7]=[C:6]([CH3:11])[C:3]=1[CH:4]=[O:5]. Reactant: [OH:1][C:2]1[CH:9]=[C:8]([OH:10])[CH:7]=[C:6]([CH3:11])[C:3]=1[CH:4]=[O:5].[O:12]1[CH:17]=[CH:16][CH2:15][CH2:14][CH2:13]1.C1(C)C=CC(S([O-])(=O)=O)=CC=1.[NH+]1C=CC=CC=1. The catalyst class is: 4.